This data is from NCI-60 drug combinations with 297,098 pairs across 59 cell lines. The task is: Regression. Given two drug SMILES strings and cell line genomic features, predict the synergy score measuring deviation from expected non-interaction effect. Drug 1: CC1=C2C(C(=O)C3(C(CC4C(C3C(C(C2(C)C)(CC1OC(=O)C(C(C5=CC=CC=C5)NC(=O)C6=CC=CC=C6)O)O)OC(=O)C7=CC=CC=C7)(CO4)OC(=O)C)O)C)OC(=O)C. Drug 2: CC(C)CN1C=NC2=C1C3=CC=CC=C3N=C2N. Cell line: OVCAR-5. Synergy scores: CSS=36.5, Synergy_ZIP=-0.104, Synergy_Bliss=-4.99, Synergy_Loewe=-19.0, Synergy_HSA=-4.94.